This data is from Full USPTO retrosynthesis dataset with 1.9M reactions from patents (1976-2016). The task is: Predict the reactants needed to synthesize the given product. (1) The reactants are: [NH2:1][C:2]1([CH2:9][C:10]([O:12][CH2:13][CH3:14])=[O:11])[CH2:7][CH2:6][N:5]([CH3:8])[CH2:4][CH2:3]1.CCN(CC)CC.[CH2:22]([C:30]1[O:34][C:33]([C:35](ON2C(=O)CCC2=O)=[O:36])=[CH:32][CH:31]=1)[CH2:23][C:24]1[CH:29]=[CH:28][CH:27]=[CH:26][CH:25]=1. Given the product [CH3:8][N:5]1[CH2:4][CH2:3][C:2]([CH2:9][C:10]([O:12][CH2:13][CH3:14])=[O:11])([NH:1][C:35]([C:33]2[O:34][C:30]([CH2:22][CH2:23][C:24]3[CH:29]=[CH:28][CH:27]=[CH:26][CH:25]=3)=[CH:31][CH:32]=2)=[O:36])[CH2:7][CH2:6]1, predict the reactants needed to synthesize it. (2) The reactants are: [C:1]([OH:7])(=[O:6])[CH2:2][CH2:3][C:4]#[CH:5].I[C:9]1[CH:14]=[CH:13][CH:12]=[CH:11][CH:10]=1. Given the product [C:9]1([C:5]#[C:4][CH2:3][CH2:2][C:1]([OH:7])=[O:6])[CH:14]=[CH:13][CH:12]=[CH:11][CH:10]=1, predict the reactants needed to synthesize it.